Dataset: Reaction yield outcomes from USPTO patents with 853,638 reactions. Task: Predict the reaction yield, written as a fraction of the theoretical maximum amount of product (1.0 means a 100% yield; for example, 0.34 means a 34% yield). (1) The catalyst is C(O)(C(F)(F)F)=O.C(Cl)Cl.C(OCC)C. The product is [C:43]([O:42][C:40](=[O:41])[NH:47][CH:48]([CH3:49])[C:6]([N:8]1[CH2:13][CH2:12][CH2:11][CH2:10][CH:9]1[C:14](=[O:30])[NH:15][CH:16]1[CH2:20][C:19](=[O:21])[O:18][CH:17]1[O:22][CH2:23][C:24]1[CH:25]=[CH:26][CH:27]=[CH:28][CH:29]=1)=[O:7])([CH3:46])([CH3:45])[CH3:44]. The reactants are C(O[C:6]([N:8]1[CH2:13][CH2:12][CH2:11][CH2:10][CH:9]1[C:14](=[O:30])[NH:15][CH:16]1[CH2:20][C:19](=[O:21])[O:18][CH:17]1[O:22][CH2:23][C:24]1[CH:29]=[CH:28][CH:27]=[CH:26][CH:25]=1)=[O:7])(C)(C)C.CCN(C(C)C)C(C)C.[C:40]([NH:47][C@H:48](C(O)=O)[CH3:49])([O:42][C:43]([CH3:46])([CH3:45])[CH3:44])=[O:41].C1C=CC2N(O)N=NC=2C=1.C(Cl)CCl. The yield is 0.730. (2) The reactants are [C:1]([C:4]1[CH:9]=[CH:8][C:7]([N:10]2[C:15](=[O:16])[C:14]([CH2:17][C:18]3[CH:23]=[CH:22][C:21]([C:24]4[C:25]([C:30]#[N:31])=[CH:26][CH:27]=[CH:28][CH:29]=4)=[CH:20][CH:19]=3)=[C:13]([CH2:32][CH2:33][CH3:34])[N:12]=[C:11]2[CH2:35][CH3:36])=[CH:6][CH:5]=1)(=[O:3])[CH3:2].[CH3:37][Li].[Cl-].[NH4+]. The product is [CH2:35]([C:11]1[N:10]([C:7]2[CH:6]=[CH:5][C:4]([C:1]([OH:3])([CH3:37])[CH3:2])=[CH:9][CH:8]=2)[C:15](=[O:16])[C:14]([CH2:17][C:18]2[CH:23]=[CH:22][C:21]([C:24]3[C:25]([C:30]#[N:31])=[CH:26][CH:27]=[CH:28][CH:29]=3)=[CH:20][CH:19]=2)=[C:13]([CH2:32][CH2:33][CH3:34])[N:12]=1)[CH3:36]. The catalyst is O1CCCC1. The yield is 0.370. (3) The reactants are Br[C:2]1[N:7]2[N:8]=[C:9]([NH:11][C:12](=[O:19])[C:13]3[CH:18]=[CH:17][CH:16]=[N:15][CH:14]=3)[N:10]=[C:6]2[CH:5]=[CH:4][CH:3]=1.[CH:20]([N:23](C(C)C)CC)(C)C.[CH:29]1(NC)[CH2:34][CH2:33][CH2:32][CH2:31][CH2:30]1. The catalyst is C(O)CCC. The product is [CH:29]1([CH2:20][NH:23][C:2]2[N:7]3[N:8]=[C:9]([NH:11][C:12](=[O:19])[C:13]4[CH:18]=[CH:17][CH:16]=[N:15][CH:14]=4)[N:10]=[C:6]3[CH:5]=[CH:4][CH:3]=2)[CH2:30][CH2:31][CH2:32][CH2:33][CH2:34]1. The yield is 0.0600. (4) The reactants are [C:1]([C:3]1[CH:12]=[CH:11][C:6]([C:7](OC)=[O:8])=[C:5]([O:13][C:14]2[CH:19]=[CH:18][C:17]([CH2:20][O:21][CH:22]3[CH2:27][CH2:26][O:25][CH2:24][CH2:23]3)=[CH:16][CH:15]=2)[CH:4]=1)#[N:2].[BH4-].[Li+].O1CCCC1.O. The catalyst is O1CCCC1. The product is [OH:8][CH2:7][C:6]1[CH:11]=[CH:12][C:3]([C:1]#[N:2])=[CH:4][C:5]=1[O:13][C:14]1[CH:15]=[CH:16][C:17]([CH2:20][O:21][CH:22]2[CH2:27][CH2:26][O:25][CH2:24][CH2:23]2)=[CH:18][CH:19]=1. The yield is 0.840. (5) The reactants are [CH:1]1([CH:6]=[C:7]([C:17]2[CH:22]=[CH:21][C:20]([C:23](=[O:25])[CH3:24])=[CH:19][CH:18]=2)[C:8]2[NH:16][C:11]3=[N:12][CH:13]=[CH:14][CH:15]=[C:10]3[CH:9]=2)[CH2:5][CH2:4][CH2:3][CH2:2]1. The catalyst is [Pd].CO. The product is [CH:1]1([CH2:6][CH:7]([C:17]2[CH:18]=[CH:19][C:20]([CH:23]([OH:25])[CH3:24])=[CH:21][CH:22]=2)[C:8]2[NH:16][C:11]3=[N:12][CH:13]=[CH:14][CH:15]=[C:10]3[CH:9]=2)[CH2:5][CH2:4][CH2:3][CH2:2]1. The yield is 0.140. (6) The reactants are [C:1]([C:3]1[CH2:7][N:6]([C:8]([O:10][C:11]([CH3:14])([CH3:13])[CH3:12])=[O:9])[C:5]([CH3:16])([CH3:15])[C:4]=1O)#[N:2].O.[NH2:19][NH2:20].CC(O)=O. The catalyst is C(O)C. The product is [NH2:2][C:1]1[NH:20][N:19]=[C:4]2[C:5]([CH3:16])([CH3:15])[N:6]([C:8]([O:10][C:11]([CH3:14])([CH3:13])[CH3:12])=[O:9])[CH2:7][C:3]=12. The yield is 0.880.